This data is from Forward reaction prediction with 1.9M reactions from USPTO patents (1976-2016). The task is: Predict the product of the given reaction. (1) Given the reactants Cl[C:2]1[N:7]=[CH:6][C:5]([N:8]([CH3:25])[C:9](=[O:24])[C:10]2[CH:15]=[C:14]([C:16]([F:19])([F:18])[F:17])[CH:13]=[C:12]([C:20]([F:23])([F:22])[F:21])[CH:11]=2)=[C:4]([C:26]2[CH:31]=[CH:30][CH:29]=[CH:28][C:27]=2[CH3:32])[CH:3]=1.CCOC(C)=O.[CH3:39][N:40](C=O)C, predict the reaction product. The product is: [C:39]([C:2]1[N:7]=[CH:6][C:5]([N:8]([CH3:25])[C:9](=[O:24])[C:10]2[CH:15]=[C:14]([C:16]([F:19])([F:17])[F:18])[CH:13]=[C:12]([C:20]([F:23])([F:22])[F:21])[CH:11]=2)=[C:4]([C:26]2[CH:31]=[CH:30][CH:29]=[CH:28][C:27]=2[CH3:32])[CH:3]=1)#[N:40]. (2) Given the reactants Br[C:2]1[CH:7]=[CH:6][C:5]([NH:8][C:9]#[N:10])=[C:4]([Cl:11])[CH:3]=1.[CH3:12][N:13]1[C:17]([C:18]#[N:19])=[CH:16][CH:15]=[C:14]1B(O)O.C(=O)([O-])[O-].[K+].[K+].C(P(C(C)(C)C)C(C)(C)C)(C)(C)C.[Br-], predict the reaction product. The product is: [Cl:11][C:4]1[CH:3]=[C:2]([C:14]2[N:13]([CH3:12])[C:17]([C:18]#[N:19])=[CH:16][CH:15]=2)[CH:7]=[CH:6][C:5]=1[NH:8][C:9]#[N:10]. (3) The product is: [ClH:1].[N:2]12[CH2:11][CH:6]3[CH2:7][CH:8]([CH2:10][CH:4]([C@H:5]3[NH:12][C:22]([C:15]3[C:16]4[CH:21]=[CH:20][CH:19]=[CH:18][C:17]=4[S:13][CH:14]=3)=[O:23])[CH2:3]1)[CH2:9]2. Given the reactants [ClH:1].[N:2]12[CH2:11][CH:6]3[CH2:7][CH:8]([CH2:10][CH:4]([C@H:5]3[NH2:12])[CH2:3]1)[CH2:9]2.[S:13]1[C:17]2[CH:18]=[CH:19][CH:20]=[CH:21][C:16]=2[C:15]([C:22](O)=[O:23])=[CH:14]1.N, predict the reaction product. (4) Given the reactants Br[CH:2]([C:4]1[CH:9]=[CH:8][C:7]([F:10])=[CH:6][CH:5]=1)[CH3:3].C([O-])([O-])=O.[K+].[K+].[C:17]([O:21][C:22]([N:24]1[CH2:29][CH2:28][NH:27][CH2:26][CH2:25]1)=[O:23])([CH3:20])([CH3:19])[CH3:18].O, predict the reaction product. The product is: [F:10][C:7]1[CH:8]=[CH:9][C:4]([CH:2]([N:27]2[CH2:26][CH2:25][N:24]([C:22]([O:21][C:17]([CH3:20])([CH3:19])[CH3:18])=[O:23])[CH2:29][CH2:28]2)[CH3:3])=[CH:5][CH:6]=1. (5) Given the reactants [I:1][C:2]1[CH:3]=[C:4]([CH2:8][C:9]([OH:11])=[O:10])[CH:5]=[CH:6][CH:7]=1.[C:12](Cl)(=O)[C:13](Cl)=O.CN(C=O)C, predict the reaction product. The product is: [I:1][C:2]1[CH:3]=[C:4]([CH2:8][C:9]([O:11][CH2:12][CH3:13])=[O:10])[CH:5]=[CH:6][CH:7]=1. (6) Given the reactants [Cl:1][C:2]1[C:7]([NH:8][C:9]2[C:18]3[C:13](=[CH:14][C:15]([OH:26])=[CH:16][C:17]=3[O:19][CH:20]3[CH2:25][CH2:24][NH:23][CH2:22][CH2:21]3)[N:12]=[CH:11][N:10]=2)=[C:6]2[O:27][CH2:28][O:29][C:5]2=[CH:4][CH:3]=1.[C:30](O[C:30]([O:32][C:33]([CH3:36])([CH3:35])[CH3:34])=[O:31])([O:32][C:33]([CH3:36])([CH3:35])[CH3:34])=[O:31], predict the reaction product. The product is: [C:33]([O:32][C:30]([N:23]1[CH2:22][CH2:21][CH:20]([O:19][C:17]2[CH:16]=[C:15]([OH:26])[CH:14]=[C:13]3[C:18]=2[C:9]([NH:8][C:7]2[C:2]([Cl:1])=[CH:3][CH:4]=[C:5]4[O:29][CH2:28][O:27][C:6]=24)=[N:10][CH:11]=[N:12]3)[CH2:25][CH2:24]1)=[O:31])([CH3:36])([CH3:35])[CH3:34]. (7) Given the reactants Cl.[CH3:2][N:3]1[CH2:8][CH2:7][O:6][CH2:5][CH:4]1[C:9]([OH:11])=O.CN(C(ON1N=NC2C=CC=NC1=2)=[N+](C)C)C.F[P-](F)(F)(F)(F)F.CCN(C(C)C)C(C)C.Cl.[NH2:46][CH2:47][C:48]1[CH:49]=[C:50]([CH2:54][N:55]2[C:63]3[C:58](=[C:59]([O:64][CH3:65])[CH:60]=[CH:61][CH:62]=3)[C:57]([NH:66][S:67]([C:70]3[S:71][C:72]([Cl:75])=[CH:73][CH:74]=3)(=[O:69])=[O:68])=[N:56]2)[CH:51]=[CH:52][CH:53]=1, predict the reaction product. The product is: [Cl:75][C:72]1[S:71][C:70]([S:67]([NH:66][C:57]2[C:58]3[C:63](=[CH:62][CH:61]=[CH:60][C:59]=3[O:64][CH3:65])[N:55]([CH2:54][C:50]3[CH:49]=[C:48]([CH2:47][NH:46][C:9]([CH:4]4[CH2:5][O:6][CH2:7][CH2:8][N:3]4[CH3:2])=[O:11])[CH:53]=[CH:52][CH:51]=3)[N:56]=2)(=[O:68])=[O:69])=[CH:74][CH:73]=1. (8) Given the reactants [CH3:1][O:2][C:3]1[C:34]([O:35][CH2:36][CH2:37][CH2:38][O:39][C:40]2[C:41]([O:69][CH3:70])=CC3[C:49](=[O:50])[N:48]4[CH:51]=[C:52]([C:54]#[C:55][CH2:56][NH:57][CH3:58])[CH2:53][C@H:47]4[C:46](=O)[N:45](COCC[Si](C)(C)C)[C:44]=3[CH:68]=2)=[CH:33][C:6]2[N:7](COCC[Si](C)(C)C)[C:8](=O)[C@@H:9]3[CH2:15][C:14]([C:16]4[CH:21]=[CH:20][C:19]([O:22][CH3:23])=[CH:18][CH:17]=4)=[CH:13][N:10]3[C:11](=[O:12])[C:5]=2[CH:4]=1, predict the reaction product. The product is: [CH3:70][O:69][CH2:41]/[C:40](/[O:39][CH2:38][CH2:37][CH2:36][O:35][C:34]1[C:3]([O:2][CH3:1])=[CH:4][C:5]2[C:11](=[O:12])[N:10]3[CH:13]=[C:14]([C:16]4[CH:21]=[CH:20][C:19]([O:22][CH3:23])=[CH:18][CH:17]=4)[CH2:15][C@H:9]3[CH:8]=[N:7][C:6]=2[CH:33]=1)=[CH:68]\[CH2:44]/[N:45]=[CH:46]\[C@@H:47]1[CH2:53][C:52]([C:54]#[C:55][CH2:56][NH:57][CH3:58])=[CH:51][N:48]1[CH:49]=[O:50]. (9) Given the reactants [CH3:1][CH:2]1[CH2:7][CH2:6][CH:5]([NH:8][C:9]2[CH:19]=[CH:18][C:12]([C:13]([O:15][CH2:16][CH3:17])=[O:14])=[CH:11][C:10]=2[N+:20]([O-])=O)[CH2:4][CH2:3]1.[H][H], predict the reaction product. The product is: [NH2:20][C:10]1[CH:11]=[C:12]([CH:18]=[CH:19][C:9]=1[NH:8][CH:5]1[CH2:4][CH2:3][CH:2]([CH3:1])[CH2:7][CH2:6]1)[C:13]([O:15][CH2:16][CH3:17])=[O:14]. (10) Given the reactants [CH3:1][O:2][C:3]([C:5]1[C:14]([OH:15])=[CH:13][C:12]2[C:7](=[CH:8][CH:9]=[CH:10][CH:11]=2)[C:6]=1[OH:16])=[O:4].C(N(CC)CC)C.[CH3:24][O:25][CH2:26]Cl.O, predict the reaction product. The product is: [OH:15][C:14]1[C:5]([C:3]([O:2][CH3:1])=[O:4])=[C:6]([O:16][CH2:24][O:25][CH3:26])[C:7]2[C:12]([CH:13]=1)=[CH:11][CH:10]=[CH:9][CH:8]=2.